The task is: Binary Classification. Given a drug SMILES string, predict its activity (active/inactive) in a high-throughput screening assay against a specified biological target.. This data is from M1 muscarinic receptor antagonist screen with 61,756 compounds. (1) The molecule is O=C(NC1CCCC1)c1ccc(NC(=O)C)cc1. The result is 0 (inactive). (2) The drug is O=C(Nc1ccc(NC(=O)C)cc1)c1n(nc(c1)C)c1ccccc1. The result is 0 (inactive). (3) The drug is OC(CN1CCN(CC1)c1ccccc1)COc1ccc(cc1)CC. The result is 0 (inactive). (4) The molecule is O(C1C(C(O)C(C(O)C(C)C=CC=C(C(=O)NC=2C(/C(=O)c3c4C(=O)C(OC=CC(OC)C1C)(Oc4c(c(O)c3C2O)C)C)=C\NN1CCN(CC1)C)C)C)C)C(=O)C. The result is 0 (inactive). (5) The drug is O=C(Nc1ccc(OCC)cc1)C1CCN(CC1)C(OCC)=O. The result is 0 (inactive).